Predict the reactants needed to synthesize the given product. From a dataset of Full USPTO retrosynthesis dataset with 1.9M reactions from patents (1976-2016). (1) Given the product [Cl:1][C:2]1[CH:7]=[CH:6][C:5]([NH:8][C:9]([NH:12][C:13]2[O:14][CH:15]=[C:16]([CH3:18])[N:17]=2)=[S:10])=[C:4]([CH3:11])[CH:3]=1, predict the reactants needed to synthesize it. The reactants are: [Cl:1][C:2]1[CH:7]=[CH:6][C:5]([N:8]=[C:9]=[S:10])=[C:4]([CH3:11])[CH:3]=1.[NH2:12][C:13]1[O:14][CH:15]=[C:16]([CH3:18])[N:17]=1.C(Cl)Cl.CO. (2) Given the product [CH3:1][O:2][C:3](=[O:24])[C@@H:4]([O:21][CH2:22][CH3:23])[CH2:5][C:6]1[CH:11]=[CH:10][C:9]([OH:12])=[CH:8][C:7]=1[F:20], predict the reactants needed to synthesize it. The reactants are: [CH3:1][O:2][C:3](=[O:24])[C@@H:4]([O:21][CH2:22][CH3:23])[CH2:5][C:6]1[CH:11]=[CH:10][C:9]([O:12]CC2C=CC=CC=2)=[CH:8][C:7]=1[F:20]. (3) Given the product [Cl:8][C:9]1[C:10]([C:18]([NH2:20])=[O:19])=[C:11]2[CH2:16][N:15]([S:39]([C:37]3[S:38][C:34]([C:29]4[CH:30]=[CH:31][CH:32]=[CH:33][N:28]=4)=[CH:35][CH:36]=3)(=[O:40])=[O:41])[CH2:14][CH2:13][N:12]2[CH:17]=1, predict the reactants needed to synthesize it. The reactants are: FC(F)(F)C(O)=O.[Cl:8][C:9]1[C:10]([C:18]([NH2:20])=[O:19])=[C:11]2[CH2:16][NH:15][CH2:14][CH2:13][N:12]2[CH:17]=1.C(N(CC)CC)C.[N:28]1[CH:33]=[CH:32][CH:31]=[CH:30][C:29]=1[C:34]1[S:38][C:37]([S:39](Cl)(=[O:41])=[O:40])=[CH:36][CH:35]=1. (4) Given the product [C:1]([O:5][CH:6]([C:11]1[C:12]([C:21]2[CH:22]=[C:23]3[C:28](=[CH:29][CH:30]=2)[O:27][CH2:26][CH2:25][CH2:24]3)=[C:13]2[CH:20]=[CH:19][N:18]([CH2:32][C:33]3[CH:38]=[CH:37][C:36]([F:39])=[CH:35][C:34]=3[Cl:40])[C:14]2=[N:15][C:16]=1[CH3:17])[C:7]([OH:9])=[O:8])([CH3:4])([CH3:3])[CH3:2], predict the reactants needed to synthesize it. The reactants are: [C:1]([O:5][CH:6]([C:11]1[C:12]([C:21]2[CH:22]=[C:23]3[C:28](=[CH:29][CH:30]=2)[O:27][CH2:26][CH2:25][CH2:24]3)=[C:13]2[CH:20]=[CH:19][NH:18][C:14]2=[N:15][C:16]=1[CH3:17])[C:7]([O:9]C)=[O:8])([CH3:4])([CH3:3])[CH3:2].Br[CH2:32][C:33]1[CH:38]=[CH:37][C:36]([F:39])=[CH:35][C:34]=1[Cl:40]. (5) The reactants are: [F:1][C:2]1[CH:3]=[C:4]([C@H:9]2[NH:14][C:13](=[O:15])[C:12]([CH3:17])([CH3:16])[O:11][CH2:10]2)[CH:5]=[C:6]([F:8])[CH:7]=1.[H-].[Na+].Br[CH2:21][C:22]([O:24][CH2:25][CH3:26])=[O:23].C([O-])(O)=O.[Na+]. Given the product [F:8][C:6]1[CH:5]=[C:4]([C@H:9]2[N:14]([CH2:21][C:22]([O:24][CH2:25][CH3:26])=[O:23])[C:13](=[O:15])[C:12]([CH3:17])([CH3:16])[O:11][CH2:10]2)[CH:3]=[C:2]([F:1])[CH:7]=1, predict the reactants needed to synthesize it. (6) Given the product [Cl:14][C:12]1[N:11]=[C:10]([C:15]#[N:16])[C:9]([N+:17]([O-:19])=[O:18])=[C:8]([NH:7][CH2:20][CH3:21])[CH:13]=1, predict the reactants needed to synthesize it. The reactants are: C(=O)([O-])[O-].[K+].[K+].[NH2:7][C:8]1[CH:13]=[C:12]([Cl:14])[N:11]=[C:10]([C:15]#[N:16])[C:9]=1[N+:17]([O-:19])=[O:18].[CH2:20](I)[CH3:21]. (7) Given the product [Cl:48][C:23]1[CH:24]=[CH:25][C:20]([N:17]2[CH2:18][CH2:19][N:14]([C:12]3[C:11]4[C:6](=[CH:7][C:8]([O:31][CH3:32])=[C:9]([O:29][CH3:30])[CH:10]=4)[N:5]=[C:4]([CH:1]4[CH2:3][CH2:2]4)[N:13]=3)[CH2:15][CH2:16]2)=[C:21]([O:27][CH3:28])[CH:22]=1, predict the reactants needed to synthesize it. The reactants are: [CH:1]1([C:4]2[N:13]=[C:12]([N:14]3[CH2:19][CH2:18][N:17]([C:20]4[CH:25]=[CH:24][C:23](F)=[CH:22][C:21]=4[O:27][CH3:28])[CH2:16][CH2:15]3)[C:11]3[C:6](=[CH:7][C:8]([O:31][CH3:32])=[C:9]([O:29][CH3:30])[CH:10]=3)[N:5]=2)[CH2:3][CH2:2]1.FC1C=CC(N2CCNCC2)=C(OC)C=1.[Cl:48]C1C=CC(N2CCNCC2)=C(OC)C=1.